Dataset: Full USPTO retrosynthesis dataset with 1.9M reactions from patents (1976-2016). Task: Predict the reactants needed to synthesize the given product. (1) Given the product [CH:33]1([NH:36][C:24]([C@@H:9]2[CH2:10][C:11](=[N:13][O:14][CH2:15][C:16]3[CH:21]=[CH:20][C:19]([Cl:22])=[C:18]([Cl:23])[CH:17]=3)[CH2:12][N:8]2[C:6](=[O:7])[CH2:29][O:28][CH3:27])=[O:26])[CH2:35][CH2:34]1, predict the reactants needed to synthesize it. The reactants are: C(O[C:6]([N:8]1[CH2:12][C:11](=[N:13][O:14][CH2:15][C:16]2[CH:21]=[CH:20][C:19]([Cl:22])=[C:18]([Cl:23])[CH:17]=2)[CH2:10][C@H:9]1[C:24]([OH:26])=O)=[O:7])(C)(C)C.[CH3:27][O:28][CH2:29]C(Cl)=O.[CH:33]1([NH2:36])[CH2:35][CH2:34]1. (2) Given the product [C:16]([NH:20][C:21]([NH:2][C@H:3]([CH2:6][C:7]1[CH:12]=[CH:11][CH:10]=[C:9]([N+:13]([O-:15])=[O:14])[CH:8]=1)[CH2:4][OH:5])=[S:22])([CH3:19])([CH3:18])[CH3:17], predict the reactants needed to synthesize it. The reactants are: Cl.[NH2:2][C@H:3]([CH2:6][C:7]1[CH:12]=[CH:11][CH:10]=[C:9]([N+:13]([O-:15])=[O:14])[CH:8]=1)[CH2:4][OH:5].[C:16]([N:20]=[C:21]=[S:22])([CH3:19])([CH3:18])[CH3:17].C(N(CC)CC)C. (3) Given the product [CH3:18][C:4]1[C:5]([N+:8]([O-:10])=[O:9])=[CH:6][CH:7]=[CH:2][C:3]=1[O:11][CH2:13][C:14]([O:16][CH3:17])=[O:15], predict the reactants needed to synthesize it. The reactants are: C[C:2]1[CH:7]=[CH:6][C:5]([N+:8]([O-:10])=[O:9])=[CH:4][C:3]=1[OH:11].Br[CH2:13][C:14]([O:16][CH3:17])=[O:15].[C:18](=O)([O-])[O-].[K+].[K+]. (4) Given the product [Cl:37][C:22]1[CH:21]=[C:20]([C:19]2[C:11]3[C:10]4[C:14](=[CH:15][C:7]([C:6]5[C:2]([CH3:1])=[N:3][O:4][C:5]=5[CH3:34])=[C:8]([O:32][CH3:33])[CH:9]=4)[NH:13][C:12]=3[N:16]=[C:17]([CH3:31])[N:18]=2)[C:29]2[C:24](=[CH:25][CH:26]=[CH:27][CH:28]=2)[N:23]=1, predict the reactants needed to synthesize it. The reactants are: [CH3:1][C:2]1[C:6]([C:7]2[CH:15]=[C:14]3[C:10]([C:11]4[C:19]([C:20]5[C:29]6[C:24](=[CH:25][CH:26]=[CH:27][CH:28]=6)[N:23]=[C:22](O)[CH:21]=5)=[N:18][C:17]([CH3:31])=[N:16][C:12]=4[NH:13]3)=[CH:9][C:8]=2[O:32][CH3:33])=[C:5]([CH3:34])[O:4][N:3]=1.O=P(Cl)(Cl)[Cl:37]. (5) Given the product [Cl:37][C:33]1[CH:32]=[C:31]([C@@H:29]([OH:30])[CH2:28][NH:27][C@H:24]([CH2:25][OH:26])[CH2:23][C:20]2[CH:19]=[CH:18][C:17]([O:16][C:11]3[N:12]=[CH:13][CH:14]=[CH:15][C:10]=3[C:9]([OH:38])=[O:8])=[CH:22][CH:21]=2)[CH:36]=[CH:35][CH:34]=1, predict the reactants needed to synthesize it. The reactants are: C(O)(=O)C(O)=O.C[O:8][C:9](=[O:38])[C:10]1[CH:15]=[CH:14][CH:13]=[N:12][C:11]=1[O:16][C:17]1[CH:22]=[CH:21][C:20]([CH2:23][C@H:24]([NH:27][CH2:28][C@@H:29]([C:31]2[CH:36]=[CH:35][CH:34]=[C:33]([Cl:37])[CH:32]=2)[OH:30])[CH2:25][OH:26])=[CH:19][CH:18]=1.[OH-].[Na+].